From a dataset of Full USPTO retrosynthesis dataset with 1.9M reactions from patents (1976-2016). Predict the reactants needed to synthesize the given product. (1) Given the product [C:20]([C:24]1[CH:29]=[CH:28][C:27]([C:30]2[CH:31]=[CH:32][C:33]([O:36][CH2:15][CH2:14][O:13][C:10]3[CH:9]=[CH:8][C:7]([CH2:6][C@H:5]([O:17][CH3:18])[C:4]([OH:3])=[O:19])=[CH:12][CH:11]=3)=[CH:34][CH:35]=2)=[CH:26][CH:25]=1)([CH3:23])([CH3:21])[CH3:22], predict the reactants needed to synthesize it. The reactants are: C([O:3][C:4](=[O:19])[C@@H:5]([O:17][CH3:18])[CH2:6][C:7]1[CH:12]=[CH:11][C:10]([O:13][CH2:14][CH2:15]Br)=[CH:9][CH:8]=1)C.[C:20]([C:24]1[CH:29]=[CH:28][C:27]([C:30]2[CH:35]=[CH:34][C:33]([OH:36])=[CH:32][CH:31]=2)=[CH:26][CH:25]=1)([CH3:23])([CH3:22])[CH3:21].CO[C@@H](CC1C=CC(OCCCOC2C=CC=CC=2)=CC=1)C(O)=O. (2) Given the product [NH2:8][C:5]1[CH:6]=[CH:7][C:2]([F:1])=[CH:3][C:4]=1[N:11]1[CH:15]=[C:14]([CH3:16])[N:13]=[C:12]1[CH2:17][CH2:18][CH3:19], predict the reactants needed to synthesize it. The reactants are: [F:1][C:2]1[CH:7]=[CH:6][C:5]([N+:8]([O-])=O)=[C:4]([N:11]2[CH:15]=[C:14]([CH3:16])[N:13]=[C:12]2[CH2:17][CH2:18][CH3:19])[CH:3]=1.